Dataset: Catalyst prediction with 721,799 reactions and 888 catalyst types from USPTO. Task: Predict which catalyst facilitates the given reaction. (1) Reactant: [CH2:1]1[C:12]2[C:11]3[CH:10]=[CH:9][CH:8]=[C:7]([C:13]([NH:15][C@H:16]([CH3:21])[C:17]([O:19][CH3:20])=[O:18])=[O:14])[C:6]=3[NH:5][C:4]=2[CH2:3][CH2:2]1.Cl. Product: [CH2:1]1[CH:12]2[CH:4]([NH:5][C:6]3[C:7]([C:13]([NH:15][C@H:16]([CH3:21])[C:17]([O:19][CH3:20])=[O:18])=[O:14])=[CH:8][CH:9]=[CH:10][C:11]=32)[CH2:3][CH2:2]1. The catalyst class is: 19. (2) Reactant: [CH:1]1([C:5]2[O:9][N:8]=[C:7]([CH2:10][O:11][C:12]3[C:17]([CH3:18])=[CH:16][CH:15]=[CH:14][C:13]=3[CH3:19])[C:6]=2[C:20](OCC)=[O:21])[CH2:4][CH2:3][CH2:2]1.[H-].C([Al+]CC(C)C)C(C)C.C1(C)C=CC=CC=1.[C@H](O)(C([O-])=O)[C@@H](O)C([O-])=O.[Na+].[K+]. Product: [CH:1]1([C:5]2[O:9][N:8]=[C:7]([CH2:10][O:11][C:12]3[C:13]([CH3:19])=[CH:14][CH:15]=[CH:16][C:17]=3[CH3:18])[C:6]=2[CH2:20][OH:21])[CH2:2][CH2:3][CH2:4]1. The catalyst class is: 13. (3) Reactant: [H-].[Na+].Cl[C:4]1[N:5]([CH3:16])[C:6]2[C:11]([C:12]=1[C:13](=[O:15])[CH3:14])=[CH:10][CH:9]=[CH:8][CH:7]=2.[C:17]1([OH:23])[CH:22]=[CH:21][CH:20]=[CH:19][CH:18]=1. Product: [CH3:16][N:5]1[C:6]2[C:11](=[CH:10][CH:9]=[CH:8][CH:7]=2)[C:12]([C:13](=[O:15])[CH3:14])=[C:4]1[O:23][C:17]1[CH:22]=[CH:21][CH:20]=[CH:19][CH:18]=1. The catalyst class is: 44. (4) Reactant: [CH:1]1([C@H:5]([NH:7][C:8]2[N:16]=[C:15]([C:17]([O:19]C)=[O:18])[N:14]=[C:13]3[C:9]=2[N:10]([CH2:29][C:30]2[CH:35]=[CH:34][C:33]([C:36]([F:39])([F:38])[F:37])=[CH:32][CH:31]=2)[C:11]([C:21]2[CH:26]=[CH:25][CH:24]=[C:23]([O:27][CH3:28])[CH:22]=2)=[N:12]3)[CH3:6])[CH2:4][CH2:3][CH2:2]1.[OH-].[Li+]. Product: [CH:1]1([C@H:5]([NH:7][C:8]2[N:16]=[C:15]([C:17]([OH:19])=[O:18])[N:14]=[C:13]3[C:9]=2[N:10]([CH2:29][C:30]2[CH:31]=[CH:32][C:33]([C:36]([F:37])([F:39])[F:38])=[CH:34][CH:35]=2)[C:11]([C:21]2[CH:26]=[CH:25][CH:24]=[C:23]([O:27][CH3:28])[CH:22]=2)=[N:12]3)[CH3:6])[CH2:4][CH2:3][CH2:2]1. The catalyst class is: 1. (5) Reactant: [C:1]([NH:4][NH2:5])(N)=[NH:2].Cl.[CH2:7]([N:9]=[C:10]=[S:11])[CH3:8].O.C([O-])([O-])=O.[K+].[K+]. Product: [NH2:2][C:1]1[N:9]([CH2:7][CH3:8])[C:10]([SH:11])=[N:5][N:4]=1. The catalyst class is: 357. (6) Reactant: [CH3:1][O:2][C:3]1[CH:4]=[C:5]([C:9]([CH3:14])(C)[C:10](O)=O)[CH:6]=[CH:7][CH:8]=1.C([N:17](CC)CC)C.C1C=CC(P(N=[N+]=[N-])(C2C=CC=CC=2)=O)=CC=1. The catalyst class is: 218. Product: [CH3:1][O:2][C:3]1[CH:4]=[C:5]([C:9]([NH2:17])([CH3:14])[CH3:10])[CH:6]=[CH:7][CH:8]=1. (7) Reactant: [Cl:1][C:2]1[C:7]([C:8]([F:11])([F:10])[F:9])=[CH:6][CH:5]=[CH:4][C:3]=1[C:12]([N:14]1[CH2:23][CH2:22][C:21]2[C:20]([C:24]3[N:28](C4CCCCO4)[N:27]=[CH:26][CH:25]=3)=[N:19][CH:18]=[N:17][C:16]=2[CH2:15]1)=[O:13].Cl.[OH-].[Na+]. Product: [NH:28]1[C:24]([C:20]2[C:21]3[CH2:22][CH2:23][N:14]([C:12]([C:3]4[CH:4]=[CH:5][CH:6]=[C:7]([C:8]([F:10])([F:9])[F:11])[C:2]=4[Cl:1])=[O:13])[CH2:15][C:16]=3[N:17]=[CH:18][N:19]=2)=[CH:25][CH:26]=[N:27]1. The catalyst class is: 24. (8) Reactant: [CH3:1][C:2]1[CH:22]=[CH:21][CH:20]=[CH:19][C:3]=1[O:4][CH2:5][C:6]1[NH:14][C:13]2[C:8](=[N:9][CH:10]=[CH:11][C:12]=2[C:15]([O:17]C)=[O:16])[CH:7]=1. Product: [CH3:1][C:2]1[CH:22]=[CH:21][CH:20]=[CH:19][C:3]=1[O:4][CH2:5][C:6]1[NH:14][C:13]2[C:8](=[N:9][CH:10]=[CH:11][C:12]=2[C:15]([OH:17])=[O:16])[CH:7]=1. The catalyst class is: 47. (9) Reactant: C[Si]([N-][Si](C)(C)C)(C)C.[K+].[CH3:11][O:12][C:13]([C:15]1[N:16]([CH:20]([C:26]([O:28][C:29]([CH3:32])([CH3:31])[CH3:30])=[O:27])[CH2:21][CH2:22][CH:23]([CH3:25])[CH3:24])[CH:17]=[CH:18][CH:19]=1)=[O:14].I[CH3:34]. Product: [CH3:11][O:12][C:13]([C:15]1[N:16]([C:20]([C:26]([O:28][C:29]([CH3:30])([CH3:32])[CH3:31])=[O:27])([CH3:34])[CH2:21][CH2:22][CH:23]([CH3:24])[CH3:25])[CH:17]=[CH:18][CH:19]=1)=[O:14]. The catalyst class is: 359.